From a dataset of Forward reaction prediction with 1.9M reactions from USPTO patents (1976-2016). Predict the product of the given reaction. (1) Given the reactants [CH:1]([N:4]1[C:8]([C:9]2[N:10]=[C:11]3[C:17]4[CH:18]=[CH:19][C:20]([C:22]([OH:24])=O)=[CH:21][C:16]=4[O:15][CH2:14][CH2:13][N:12]3[CH:25]=2)=[N:7][CH:6]=[N:5]1)([CH3:3])[CH3:2].[CH3:26][NH2:27], predict the reaction product. The product is: [CH:1]([N:4]1[C:8]([C:9]2[N:10]=[C:11]3[C:17]4[CH:18]=[CH:19][C:20]([C:22]([NH:27][CH3:26])=[O:24])=[CH:21][C:16]=4[O:15][CH2:14][CH2:13][N:12]3[CH:25]=2)=[N:7][CH:6]=[N:5]1)([CH3:2])[CH3:3]. (2) Given the reactants [CH2:1]([OH:5])[CH2:2][CH2:3][OH:4].[C:6]([Si:10]([CH3:13])([CH3:12])Cl)([CH3:9])([CH3:8])[CH3:7].N1C=CN=C1.Cl, predict the reaction product. The product is: [O:4]([CH2:3][CH2:2][CH2:1][OH:5])[Si:10]([C:6]([CH3:9])([CH3:8])[CH3:7])([CH3:13])[CH3:12]. (3) Given the reactants [Cl:1][C:2]1[CH:3]=[C:4]([C:8]2[C:13]([O:14][CH3:15])=[CH:12][CH:11]=[C:10]([CH2:16]O)[C:9]=2[F:18])[CH:5]=[CH:6][CH:7]=1.C1C=CC(P(C2C=CC=CC=2)C2C=CC=CC=2)=CC=1.C1C(=O)N([Br:45])C(=O)C1, predict the reaction product. The product is: [Br:45][CH2:16][C:10]1[C:9]([F:18])=[C:8]([C:4]2[CH:5]=[CH:6][CH:7]=[C:2]([Cl:1])[CH:3]=2)[C:13]([O:14][CH3:15])=[CH:12][CH:11]=1. (4) Given the reactants C(=O)([O-])[O-].[K+].[K+].C([O:10][CH2:11][C:12]1[O:16][N:15]=[C:14]([C:17]2[CH:22]=[CH:21][C:20]([C:23]([CH3:41])([C:27]3[CH:32]=[CH:31][C:30]([O:33][CH2:34][C:35]4[CH:40]=[CH:39][CH:38]=[CH:37][N:36]=4)=[CH:29][N:28]=3)[CH:24]([CH3:26])[CH3:25])=[CH:19][CH:18]=2)[N:13]=1)(=O)C.C(=O)(O)[O-].[Na+], predict the reaction product. The product is: [CH3:41][C:23]([C:20]1[CH:21]=[CH:22][C:17]([C:14]2[N:13]=[C:12]([CH2:11][OH:10])[O:16][N:15]=2)=[CH:18][CH:19]=1)([C:27]1[CH:32]=[CH:31][C:30]([O:33][CH2:34][C:35]2[CH:40]=[CH:39][CH:38]=[CH:37][N:36]=2)=[CH:29][N:28]=1)[CH:24]([CH3:26])[CH3:25]. (5) The product is: [NH2:1][C@H:2]([C:14]([N:16]1[CH2:24][CH2:23][CH2:22][C@H:17]1[C:18]([O:20][CH3:21])=[O:19])=[O:15])[CH2:3][CH2:4][CH2:5][NH:6][C:7]([O:9][C:10]([CH3:13])([CH3:12])[CH3:11])=[O:8]. Given the reactants [NH:1](C(OCC1C=CC=CC=1)=O)[C@H:2]([C:14]([N:16]1[CH2:24][CH2:23][CH2:22][C@H:17]1[C:18]([O:20][CH3:21])=[O:19])=[O:15])[CH2:3][CH2:4][CH2:5][NH:6][C:7]([O:9][C:10]([CH3:13])([CH3:12])[CH3:11])=[O:8].CC1C=CC(S(O)(=O)=O)=CC=1, predict the reaction product. (6) Given the reactants [F:1][C:2]1[CH:3]=[C:4]([CH2:9][C:10]#[N:11])[CH:5]=[C:6]([F:8])[CH:7]=1.Cl.C([O:15][C:16](=[O:21])[C@H:17]([CH2:19][SH:20])N)C, predict the reaction product. The product is: [F:1][C:2]1[CH:3]=[C:4]([CH2:9][C:10]2[S:20][CH2:19][CH:17]([C:16]([OH:21])=[O:15])[N:11]=2)[CH:5]=[C:6]([F:8])[CH:7]=1.